This data is from Full USPTO retrosynthesis dataset with 1.9M reactions from patents (1976-2016). The task is: Predict the reactants needed to synthesize the given product. Given the product [CH3:22][N:23]([CH3:31])[CH2:24]/[CH:25]=[C:26](\[CH3:30])/[C:27]([NH:1][C:2]1[CH:3]=[C:4]([C:8]2[C:9]3[C:16]([C:17]([O:19][CH2:20][CH3:21])=[O:18])=[CH:15][NH:14][C:10]=3[N:11]=[CH:12][N:13]=2)[CH:5]=[CH:6][CH:7]=1)=[O:28], predict the reactants needed to synthesize it. The reactants are: [NH2:1][C:2]1[CH:3]=[C:4]([C:8]2[C:9]3[C:16]([C:17]([O:19][CH2:20][CH3:21])=[O:18])=[CH:15][NH:14][C:10]=3[N:11]=[CH:12][N:13]=2)[CH:5]=[CH:6][CH:7]=1.[CH3:22][N:23]([CH3:31])[CH2:24]/[CH:25]=[C:26](\[CH3:30])/[C:27]([O-])=[O:28].[Li+].CCCP1(OP(CCC)(=O)OP(CCC)(=O)O1)=O.